From a dataset of Full USPTO retrosynthesis dataset with 1.9M reactions from patents (1976-2016). Predict the reactants needed to synthesize the given product. (1) Given the product [CH2:1]([O:3][C:4]1[CH:9]=[CH:8][C:7]([C:10]2[CH:11]=[C:12]3[C:16](=[CH:17][CH:18]=2)[C:15](=[O:19])[O:14][CH2:13]3)=[C:6]([O:20][CH2:30][C:31]2([CH3:35])[CH2:34][O:33][CH2:32]2)[C:5]=1[O:21][CH3:22])[CH3:2], predict the reactants needed to synthesize it. The reactants are: [CH2:1]([O:3][C:4]1[CH:9]=[CH:8][C:7]([C:10]2[CH:11]=[C:12]3[C:16](=[CH:17][CH:18]=2)[C:15](=[O:19])[O:14][CH2:13]3)=[C:6]([OH:20])[C:5]=1[O:21][CH3:22])[CH3:2].C(=O)([O-])[O-].[K+].[K+].Br[CH2:30][C:31]1([CH3:35])[CH2:34][O:33][CH2:32]1. (2) Given the product [F:24][C:25]1[CH:26]=[CH:27][C:28]([CH2:31][O:32][C:33]2[CH:38]=[CH:37][N:36]([C:2]3[CH:23]=[CH:22][C:5]4[C:6]5[CH:13]6[N:14]([C:15]([O:17][C:18]([CH3:21])([CH3:20])[CH3:19])=[O:16])[CH:10]([CH2:11][CH2:12]6)[CH2:9][C:7]=5[O:8][C:4]=4[CH:3]=3)[C:35](=[O:39])[CH:34]=2)=[N:29][CH:30]=1, predict the reactants needed to synthesize it. The reactants are: Br[C:2]1[CH:23]=[CH:22][C:5]2[C:6]3[CH:13]4[N:14]([C:15]([O:17][C:18]([CH3:21])([CH3:20])[CH3:19])=[O:16])[CH:10]([CH2:11][CH2:12]4)[CH2:9][C:7]=3[O:8][C:4]=2[CH:3]=1.[F:24][C:25]1[CH:26]=[CH:27][C:28]([CH2:31][O:32][C:33]2[CH:38]=[CH:37][NH:36][C:35](=[O:39])[CH:34]=2)=[N:29][CH:30]=1.